Dataset: Forward reaction prediction with 1.9M reactions from USPTO patents (1976-2016). Task: Predict the product of the given reaction. (1) Given the reactants [CH3:1][S:2][C:3]1[C:4]([CH:8]=O)=[CH:5][S:6][CH:7]=1.[OH-:10].[Na+].Cl.[NH2:13]O.O, predict the reaction product. The product is: [CH3:1][S:2][C:3]1[C:4]([CH:8]=[N:13][OH:10])=[CH:5][S:6][CH:7]=1. (2) Given the reactants Cl[CH2:2][C:3]1[CH:8]=[CH:7][C:6]([N:9]2[C:17]3[CH2:16][CH2:15][CH2:14][CH2:13][C:12]=3[C:11]([C:18]([F:21])([F:20])[F:19])=[N:10]2)=[CH:5][CH:4]=1.[NH:22]1[CH2:27][CH2:26][CH2:25][CH2:24][C:23]1=[O:28], predict the reaction product. The product is: [F:19][C:18]([F:21])([F:20])[C:11]1[C:12]2[CH2:13][CH2:14][CH2:15][CH2:16][C:17]=2[N:9]([C:6]2[CH:7]=[CH:8][C:3]([CH2:2][N:22]3[CH2:27][CH2:26][CH2:25][CH2:24][C:23]3=[O:28])=[CH:4][CH:5]=2)[N:10]=1. (3) Given the reactants [OH-].[Na+].[N+:3]([C:6]1[CH:14]=[CH:13][CH:12]=[C:11]2[C:7]=1[CH:8]=[C:9]([CH3:21])[N:10]2[CH2:15][C:16]([O:18]CC)=[O:17])([O-:5])=[O:4].Cl, predict the reaction product. The product is: [CH3:21][C:9]1[N:10]([CH2:15][C:16]([OH:18])=[O:17])[C:11]2[C:7]([CH:8]=1)=[C:6]([N+:3]([O-:5])=[O:4])[CH:14]=[CH:13][CH:12]=2.